From a dataset of Forward reaction prediction with 1.9M reactions from USPTO patents (1976-2016). Predict the product of the given reaction. Given the reactants [Cl:1][S:2]([OH:5])(=O)=[O:3].[CH3:6][O:7][C:8]1[CH:13]=[CH:12][CH:11]=[CH:10][C:9]=1[N+:14]([O-:16])=[O:15], predict the reaction product. The product is: [CH3:6][O:7][C:8]1[CH:13]=[CH:12][C:11]([S:2]([Cl:1])(=[O:5])=[O:3])=[CH:10][C:9]=1[N+:14]([O-:16])=[O:15].